Dataset: Catalyst prediction with 721,799 reactions and 888 catalyst types from USPTO. Task: Predict which catalyst facilitates the given reaction. (1) Reactant: C(N(CC)C(C)C)(C)C.[CH:10]1([CH2:13][N:14]2[C:26]3[CH2:25][CH2:24][CH:23]([CH:27]4[CH2:32][CH2:31][O:30][CH2:29][CH2:28]4)[CH2:22][C:21]=3[C:20]3[C:15]2=[CH:16][CH:17]=[C:18]([C:33]([OH:35])=O)[CH:19]=3)[CH2:12][CH2:11]1.Cl.[CH:37]1([NH:40][C:41](=[O:46])[CH2:42][NH:43][CH2:44][CH3:45])[CH2:39][CH2:38]1.CN(C(ON1N=NC2C=CC=NC1=2)=[N+](C)C)C.F[P-](F)(F)(F)(F)F. Product: [CH:37]1([NH:40][C:41](=[O:46])[CH2:42][N:43]([CH2:44][CH3:45])[C:33]([C:18]2[CH:19]=[C:20]3[C:15](=[CH:16][CH:17]=2)[N:14]([CH2:13][CH:10]2[CH2:12][CH2:11]2)[C:26]2[CH2:25][CH2:24][CH:23]([CH:27]4[CH2:32][CH2:31][O:30][CH2:29][CH2:28]4)[CH2:22][C:21]3=2)=[O:35])[CH2:39][CH2:38]1. The catalyst class is: 18. (2) Reactant: [CH2:1]([O:8][C:9]1[CH:35]=[CH:34][C:12]([O:13][CH2:14][CH2:15][C:16]2[CH:17]=[C:18]([CH:31]=[CH:32][CH:33]=2)[O:19][CH2:20][C:21]2[CH:30]=[CH:29][CH:28]=[CH:27][C:22]=2[C:23]([O:25]C)=[O:24])=[CH:11][CH:10]=1)[C:2]1[CH:7]=[CH:6][CH:5]=[CH:4][CH:3]=1.[Li+].[OH-].Cl. Product: [CH2:1]([O:8][C:9]1[CH:10]=[CH:11][C:12]([O:13][CH2:14][CH2:15][C:16]2[CH:17]=[C:18]([CH:31]=[CH:32][CH:33]=2)[O:19][CH2:20][C:21]2[CH:30]=[CH:29][CH:28]=[CH:27][C:22]=2[C:23]([OH:25])=[O:24])=[CH:34][CH:35]=1)[C:2]1[CH:3]=[CH:4][CH:5]=[CH:6][CH:7]=1. The catalyst class is: 20. (3) Reactant: [Cl:1][C:2]1[CH:7]=[CH:6][C:5](/[CH:8]=[CH:9]/[C:10]([N:12]2[CH2:17][CH2:16][N:15](C(OC(C)(C)C)=O)[CH2:14][C@H:13]2[CH3:25])=[O:11])=[C:4]([CH2:26][N:27]2[N:31]=[N:30][C:29]([CH3:32])=[N:28]2)[CH:3]=1.C(O)(C(F)(F)F)=O. Product: [Cl:1][C:2]1[CH:7]=[CH:6][C:5](/[CH:8]=[CH:9]/[C:10]([N:12]2[CH2:17][CH2:16][NH:15][CH2:14][C@H:13]2[CH3:25])=[O:11])=[C:4]([CH2:26][N:27]2[N:31]=[N:30][C:29]([CH3:32])=[N:28]2)[CH:3]=1. The catalyst class is: 2. (4) Reactant: [CH3:1][O:2][CH2:3][CH2:4][O:5][CH2:6][CH2:7][O:8][C:9]1[CH:10]=[C:11]([CH:14]=[CH:15][CH:16]=1)[CH:12]=O.C(O)(=O)[CH2:18][C:19]([OH:21])=[O:20].N1CCCCC1. Product: [CH3:1][O:2][CH2:3][CH2:4][O:5][CH2:6][CH2:7][O:8][C:9]1[CH:10]=[C:11]([CH:12]=[CH:18][C:19]([OH:21])=[O:20])[CH:14]=[CH:15][CH:16]=1. The catalyst class is: 17. (5) Reactant: [CH:1]([N-:4][CH:5]([CH3:7])[CH3:6])([CH3:3])C.[Li+].[CH:9]1([N:19]2C3=NC=CC=C3C(C#N)=C2)[C:18]2C(=CC=CC=2)[CH2:12][CH2:11][CH2:10]1.C[N:31](C=O)C.[CH3:35][CH2:36][CH2:37][CH2:38][CH2:39][CH2:40][CH3:41].[CH2:42]1[CH2:46][O:45][CH2:44][CH2:43]1.C(C1C=CC=CC=1)C. Product: [CH3:12][C:11]1[CH:10]=[C:9]([CH3:18])[N:19]=[C:1]2[N:4]([CH:5]3[C:6]4[C:37](=[CH:38][CH:39]=[CH:40][CH:41]=4)[CH2:36][CH2:35][CH2:7]3)[C:43]([CH:44]=[O:45])=[C:42]([C:46]#[N:31])[C:3]=12. The catalyst class is: 7.